From a dataset of Full USPTO retrosynthesis dataset with 1.9M reactions from patents (1976-2016). Predict the reactants needed to synthesize the given product. (1) Given the product [CH2:25]([O:27][C:28](=[O:47])[NH:29][C@@H:30]1[CH2:35][CH2:34][N:33]([C:36]2[CH:41]=[C:40]([C:42]#[N:43])[CH:39]=[C:38]([NH:44][C:2]3[N:7]=[C:6]([N:8]([CH2:18][CH3:19])[CH2:9][C:10]4[CH:15]=[CH:14][C:13]([O:16][CH3:17])=[CH:12][CH:11]=4)[C:5]4=[N:20][CH:21]=[C:22]([C:23]#[N:24])[N:4]4[N:3]=3)[C:37]=2[Cl:45])[CH2:32][C@H:31]1[OH:46])[CH3:26], predict the reactants needed to synthesize it. The reactants are: Cl[C:2]1[N:7]=[C:6]([N:8]([CH2:18][CH3:19])[CH2:9][C:10]2[CH:15]=[CH:14][C:13]([O:16][CH3:17])=[CH:12][CH:11]=2)[C:5]2=[N:20][CH:21]=[C:22]([C:23]#[N:24])[N:4]2[N:3]=1.[CH2:25]([O:27][C:28](=[O:47])[NH:29][C@@H:30]1[CH2:35][CH2:34][N:33]([C:36]2[CH:41]=[C:40]([C:42]#[N:43])[CH:39]=[C:38]([NH2:44])[C:37]=2[Cl:45])[CH2:32][C@H:31]1[OH:46])[CH3:26].C([O-])([O-])=O.[Cs+].[Cs+].CC1(C)C2C(=C(P(C3C=CC=CC=3)C3C=CC=CC=3)C=CC=2)OC2C(P(C3C=CC=CC=3)C3C=CC=CC=3)=CC=CC1=2. (2) Given the product [CH3:1][S:2]([O:30][CH2:29][C:28]1[C:27]([C:31]([F:33])([F:34])[F:32])=[CH:26][C:9]([C:10](=[O:11])[NH:12][CH2:13][C:14]2[CH:19]=[C:18]([Cl:20])[CH:17]=[CH:16][C:15]=2[S:21]([CH2:24][CH3:25])(=[O:23])=[O:22])=[CH:8][C:7]=1[Cl:6])(=[O:4])=[O:3], predict the reactants needed to synthesize it. The reactants are: [CH3:1][S:2](Cl)(=[O:4])=[O:3].[Cl:6][C:7]1[CH:8]=[C:9]([CH:26]=[C:27]([C:31]([F:34])([F:33])[F:32])[C:28]=1[CH2:29][OH:30])[C:10]([NH:12][CH2:13][C:14]1[CH:19]=[C:18]([Cl:20])[CH:17]=[CH:16][C:15]=1[S:21]([CH2:24][CH3:25])(=[O:23])=[O:22])=[O:11].C(N(CC)CC)C.O. (3) Given the product [C:6]([CH2:7][C:8]([O:10][C@H:11]([C:22]1[CH:27]=[CH:26][C:25]([O:28][CH:29]([F:31])[F:30])=[C:24]([O:32][CH2:33][CH:34]2[CH2:35][CH2:36]2)[CH:23]=1)[CH2:12][C:13]1[C:18]([Cl:19])=[CH:17][N+:16]([O-:20])=[CH:15][C:14]=1[Cl:21])=[O:9])([OH:37])=[O:5], predict the reactants needed to synthesize it. The reactants are: C([O:5][C:6](=[O:37])[CH2:7][C:8]([O:10][C@H:11]([C:22]1[CH:27]=[CH:26][C:25]([O:28][CH:29]([F:31])[F:30])=[C:24]([O:32][CH2:33][CH:34]2[CH2:36][CH2:35]2)[CH:23]=1)[CH2:12][C:13]1[C:18]([Cl:19])=[CH:17][N+:16]([O-:20])=[CH:15][C:14]=1[Cl:21])=[O:9])(C)(C)C.C(O)(C(F)(F)F)=O. (4) Given the product [F:17][C:10]1[C:11]([C:13]([F:16])([F:15])[F:14])=[CH:12][C:7]([C:1]#[N:2])=[N:8][CH:9]=1, predict the reactants needed to synthesize it. The reactants are: [CH3:1][N:2](C)C=O.Br[C:7]1[CH:12]=[C:11]([C:13]([F:16])([F:15])[F:14])[C:10]([F:17])=[CH:9][N:8]=1. (5) Given the product [CH:28](/[C@H:30]1[CH2:35][CH2:34][C@H:33]([NH:36][C:37](=[O:43])[O:38][C:39]([CH3:42])([CH3:41])[CH3:40])[CH2:32][CH2:31]1)=[CH:2]\[CH2:1][CH3:6], predict the reactants needed to synthesize it. The reactants are: [C:1]1(N2C(S(CCC)(=O)=O)=NN=N2)[CH:6]=CC=C[CH:2]=1.[K].C[Si](C)(C)N[Si](C)(C)C.[CH:28]([C@H:30]1[CH2:35][CH2:34][C@H:33]([NH:36][C:37](=[O:43])[O:38][C:39]([CH3:42])([CH3:41])[CH3:40])[CH2:32][CH2:31]1)=O.O. (6) Given the product [CH2:6]([C@@:9]1([CH3:35])[CH2:14][C@H:13]([C:15]2[CH:20]=[CH:19][CH:18]=[C:17]([Cl:21])[CH:16]=2)[C@@H:12]([C:22]2[CH:27]=[CH:26][C:25]([Cl:28])=[CH:24][CH:23]=2)[N:11]([C@@H:29]([CH:32]2[CH2:34][CH2:33]2)[CH2:1][SH:2])[C:10]1=[O:31])[CH:7]=[CH2:8], predict the reactants needed to synthesize it. The reactants are: [CH3:1][S:2]([O-])(=O)=O.[CH2:6]([C@@:9]1([CH3:35])[CH2:14][C@H:13]([C:15]2[CH:20]=[CH:19][CH:18]=[C:17]([Cl:21])[CH:16]=2)[C@@H:12]([C:22]2[CH:27]=[CH:26][C:25]([Cl:28])=[CH:24][CH:23]=2)[N+:11]2[C@@H:29]([CH:32]3[CH2:34][CH2:33]3)C[O:31][C:10]1=2)[CH:7]=[CH2:8].S.[Na]. (7) Given the product [C:1]1([C:38]2[CH:43]=[CH:42][CH:41]=[CH:40][CH:39]=2)[CH:2]=[CH:3][C:4]([CH2:7][O:8][CH2:9][CH:10]2[CH2:37][CH2:36][C:13]3[NH:14][CH:15]=[N:16][C:12]=3[CH2:11]2)=[CH:5][CH:6]=1, predict the reactants needed to synthesize it. The reactants are: [C:1]1([C:38]2[CH:43]=[CH:42][CH:41]=[CH:40][CH:39]=2)[CH:6]=[CH:5][C:4]([CH2:7][O:8][CH2:9][CH:10]2[CH2:37][CH2:36][C:13]3[N:14](C(C4C=CC=CC=4)(C4C=CC=CC=4)C4C=CC=CC=4)[CH:15]=[N:16][C:12]=3[CH2:11]2)=[CH:3][CH:2]=1.C1(C2C=CC=CC=2)C=CC(COCC2CCC3N=CN(C(C4C=CC=CC=4)(C4C=CC=CC=4)C4C=CC=CC=4)C=3C2)=CC=1.